From a dataset of Full USPTO retrosynthesis dataset with 1.9M reactions from patents (1976-2016). Predict the reactants needed to synthesize the given product. (1) Given the product [Cl:1][CH2:2][C:3]([NH:5][C:6]1[CH:11]=[C:10]([C:12]2[S:13][CH:14]=[CH:15][N:16]=2)[N:9]=[C:8]([C:17]2[CH:21]=[CH:20][CH:19]=[CH:22][N:24]=2)[N:7]=1)=[O:4], predict the reactants needed to synthesize it. The reactants are: [Cl:1][CH2:2][C:3]([NH:5][C:6]1[CH:11]=[C:10]([C:12]2[S:13][CH:14]=[CH:15][N:16]=2)[N:9]=[C:8]([C:17]2O[C:19]([CH3:22])=[CH:20][CH:21]=2)[N:7]=1)=[O:4].Cl.[N:24]1C=CC=CC=1C(N)=N. (2) Given the product [F:1][C:2]1[CH:10]=[C:9]2[C:5]([C:6]([C:11]3[CH:19]=[CH:18][C:17]4[C:13](=[CH:14][N:15]([CH2:20][CH:21]5[CH2:26][CH2:25][NH:24][CH2:23][CH2:22]5)[N:16]=4)[CH:12]=3)=[CH:7][NH:8]2)=[CH:4][CH:3]=1, predict the reactants needed to synthesize it. The reactants are: [F:1][C:2]1[CH:10]=[C:9]2[C:5]([C:6]([C:11]3[CH:19]=[CH:18][C:17]4[C:13](=[CH:14][N:15]([CH2:20][CH:21]5[CH2:26][CH2:25][N:24](C(OC(C)(C)C)=O)[CH2:23][CH2:22]5)[N:16]=4)[CH:12]=3)=[CH:7][NH:8]2)=[CH:4][CH:3]=1. (3) The reactants are: Br.[OH:2][C:3]1[CH:13]=[CH:12][C:6]2[CH2:7][CH2:8][NH:9][CH2:10][CH2:11][C:5]=2[CH:4]=1.C(N(CC)CC)C.[C:21](O[C:21]([O:23][C:24]([CH3:27])([CH3:26])[CH3:25])=[O:22])([O:23][C:24]([CH3:27])([CH3:26])[CH3:25])=[O:22]. Given the product [C:24]([O:23][C:21]([N:9]1[CH2:8][CH2:7][C:6]2[CH:12]=[CH:13][C:3]([OH:2])=[CH:4][C:5]=2[CH2:11][CH2:10]1)=[O:22])([CH3:27])([CH3:26])[CH3:25], predict the reactants needed to synthesize it. (4) Given the product [CH3:25][N:24]1[C:23]2[CH:26]=[CH:27][CH:28]=[CH:29][C:22]=2[N:21]=[C:20]1[CH2:19][O:18][C:17]1[CH:30]=[CH:31][C:14]([C:5]2[C:6]([C:8]3[CH:13]=[CH:12][N:11]=[CH:10][CH:9]=3)=[CH:7][N:32]([CH2:34][CH:35]([OH:37])[CH3:36])[N:33]=2)=[CH:15][CH:16]=1, predict the reactants needed to synthesize it. The reactants are: C(N1[CH:7]=[C:6]([C:8]2[CH:13]=[CH:12][N:11]=[CH:10][CH:9]=2)[C:5]([C:14]2[CH:31]=[CH:30][C:17]([O:18][CH2:19][C:20]3[N:24]([CH3:25])[C:23]4[CH:26]=[CH:27][CH:28]=[CH:29][C:22]=4[N:21]=3)=[CH:16][CH:15]=2)=N1)C.[NH:32]([CH2:34][C@H:35]([OH:37])[CH3:36])[NH2:33].